This data is from Merck oncology drug combination screen with 23,052 pairs across 39 cell lines. The task is: Regression. Given two drug SMILES strings and cell line genomic features, predict the synergy score measuring deviation from expected non-interaction effect. (1) Drug 1: CC(C)CC(NC(=O)C(Cc1ccccc1)NC(=O)c1cnccn1)B(O)O. Drug 2: Cn1cc(-c2cnn3c(N)c(Br)c(C4CCCNC4)nc23)cn1. Cell line: MDAMB436. Synergy scores: synergy=-5.89. (2) Drug 1: Nc1ccn(C2OC(CO)C(O)C2(F)F)c(=O)n1. Drug 2: CNC(=O)c1cc(Oc2ccc(NC(=O)Nc3ccc(Cl)c(C(F)(F)F)c3)cc2)ccn1. Cell line: RPMI7951. Synergy scores: synergy=-9.01. (3) Drug 1: Cn1nnc2c(C(N)=O)ncn2c1=O. Drug 2: NC1(c2ccc(-c3nc4ccn5c(=O)[nH]nc5c4cc3-c3ccccc3)cc2)CCC1. Cell line: RPMI7951. Synergy scores: synergy=25.0. (4) Drug 1: O=C(NOCC(O)CO)c1ccc(F)c(F)c1Nc1ccc(I)cc1F. Drug 2: NC1CCCCC1N.O=C(O)C(=O)O.[Pt+2]. Cell line: PA1. Synergy scores: synergy=-22.4. (5) Drug 1: CN(Cc1cnc2nc(N)nc(N)c2n1)c1ccc(C(=O)NC(CCC(=O)O)C(=O)O)cc1. Drug 2: CCN(CC)CCNC(=O)c1c(C)[nH]c(C=C2C(=O)Nc3ccc(F)cc32)c1C. Cell line: HT29. Synergy scores: synergy=-12.3. (6) Drug 1: COC12C(COC(N)=O)C3=C(C(=O)C(C)=C(N)C3=O)N1CC1NC12. Drug 2: COC1CC2CCC(C)C(O)(O2)C(=O)C(=O)N2CCCCC2C(=O)OC(C(C)CC2CCC(OP(C)(C)=O)C(OC)C2)CC(=O)C(C)C=C(C)C(O)C(OC)C(=O)C(C)CC(C)C=CC=CC=C1C. Cell line: HCT116. Synergy scores: synergy=-0.0485.